This data is from Full USPTO retrosynthesis dataset with 1.9M reactions from patents (1976-2016). The task is: Predict the reactants needed to synthesize the given product. Given the product [Si:1]([O:8][CH2:9][C:10]1[N:15]=[CH:14][C:13]2[N:16]=[CH:17][N:18]([C:19]3[S:23][C:22]([C:24]([O:26][CH3:27])=[O:25])=[C:21]([O:28][CH:36]([C:31]4[CH:32]=[CH:33][CH:34]=[CH:35][C:30]=4[Cl:29])[CH2:37][CH3:38])[CH:20]=3)[C:12]=2[CH:11]=1)([C:4]([CH3:5])([CH3:6])[CH3:7])([CH3:2])[CH3:3], predict the reactants needed to synthesize it. The reactants are: [Si:1]([O:8][CH2:9][C:10]1[N:15]=[CH:14][C:13]2[N:16]=[CH:17][N:18]([C:19]3[S:23][C:22]([C:24]([O:26][CH3:27])=[O:25])=[C:21]([OH:28])[CH:20]=3)[C:12]=2[CH:11]=1)([C:4]([CH3:7])([CH3:6])[CH3:5])([CH3:3])[CH3:2].[Cl:29][C:30]1[CH:35]=[CH:34][CH:33]=[CH:32][C:31]=1[CH:36](O)[CH2:37][CH3:38].C1(P(C2C=CC=CC=2)C2C=CC=CC=2)C=CC=CC=1.N(C(OC(C)(C)C)=O)=NC(OC(C)(C)C)=O.